Dataset: Catalyst prediction with 721,799 reactions and 888 catalyst types from USPTO. Task: Predict which catalyst facilitates the given reaction. (1) Reactant: [CH3:1][C:2]([CH3:24])([CH3:23])[C:3]([NH:5][C:6]1[N:11]=[CH:10][C:9]([CH2:12][C:13]([O:15][C:16]([CH3:19])([CH3:18])[CH3:17])=[O:14])=[C:8]([CH2:20][CH2:21]O)[CH:7]=1)=[O:4].N1C=CN=C1.C1(P(C2C=CC=CC=2)C2C=CC=CC=2)C=CC=CC=1.C(Br)(Br)(Br)[Br:50]. Product: [C:16]([O:15][C:13](=[O:14])[CH2:12][C:9]1[CH:10]=[N:11][C:6]([NH:5][C:3](=[O:4])[C:2]([CH3:24])([CH3:23])[CH3:1])=[CH:7][C:8]=1[CH2:20][CH2:21][Br:50])([CH3:19])([CH3:18])[CH3:17]. The catalyst class is: 46. (2) Reactant: [Cl:1][C:2]1[CH:3]=[C:4]([CH:9]=[CH:10][N:11]=1)[C:5]([NH:7][CH3:8])=[O:6].[C:12]([O:16][C:17]([N:19]1[CH2:24]CN[CH2:21][CH2:20]1)=[O:18])([CH3:15])([CH3:14])[CH3:13].C(Cl)CCl.C1C=CC2N(O)N=NC=2C=1.CCN(CC)CC. Product: [Cl:1][C:2]1[CH:3]=[C:4]([CH:9]=[CH:10][N:11]=1)[C:5]([N:7]1[CH2:21][CH2:20][N:19]([C:17]([O:16][C:12]([CH3:13])([CH3:15])[CH3:14])=[O:18])[CH2:24][CH2:8]1)=[O:6]. The catalyst class is: 3. (3) Reactant: Br.[NH:2]1[CH2:6][CH2:5][C@H:4]([S:7][C:8]2[CH:13]=[CH:12][C:11]([OH:14])=[CH:10][CH:9]=2)[CH2:3]1.[C:15]1([CH2:21][CH2:22][CH2:23][CH:24]=O)[CH:20]=[CH:19][CH:18]=[CH:17][CH:16]=1. Product: [C:15]1([CH2:21][CH2:22][CH2:23][CH2:24][N:2]2[CH2:6][CH2:5][C@H:4]([S:7][C:8]3[CH:13]=[CH:12][C:11]([OH:14])=[CH:10][CH:9]=3)[CH2:3]2)[CH:20]=[CH:19][CH:18]=[CH:17][CH:16]=1. The catalyst class is: 22. (4) Reactant: [CH3:1][O:2][C:3]1[CH:4]=[C:5]2[C:10](=[CH:11][C:12]=1[CH2:13][CH2:14][C:15]([O:17][CH2:18][CH3:19])=[O:16])[N:9](S(C)(=O)=O)[CH2:8][CH:7]=[CH:6]2.[OH-].[K+].Cl. Product: [CH3:1][O:2][C:3]1[CH:4]=[C:5]2[C:10](=[CH:11][C:12]=1[CH2:13][CH2:14][C:15]([O:17][CH2:18][CH3:19])=[O:16])[N:9]=[CH:8][CH:7]=[CH:6]2. The catalyst class is: 8. (5) Product: [Br:1][C:2]1[C:3](=[O:31])[N:4]([CH2:19][C:20]2[CH:25]=[N:24][C:23]([CH2:26][OH:27])=[CH:22][N:21]=2)[C:5]([CH3:18])=[CH:6][C:7]=1[O:8][CH2:9][C:10]1[CH:15]=[CH:14][C:13]([F:16])=[CH:12][C:11]=1[F:17]. The catalyst class is: 559. Reactant: [Br:1][C:2]1[C:3](=[O:31])[N:4]([CH2:19][C:20]2[N:21]=[CH:22][C:23]([C:26](OCC)=[O:27])=[N:24][CH:25]=2)[C:5]([CH3:18])=[CH:6][C:7]=1[O:8][CH2:9][C:10]1[CH:15]=[CH:14][C:13]([F:16])=[CH:12][C:11]=1[F:17].BrC1C(=O)NC(C)=CC=1OCC1C=CC(F)=CC=1F.BrCC1N=CC(C(OCC)=O)=NC=1.[H-].[Na+].